Dataset: Full USPTO retrosynthesis dataset with 1.9M reactions from patents (1976-2016). Task: Predict the reactants needed to synthesize the given product. (1) Given the product [F:31][C:30]([F:33])([F:32])[C:27]1[O:26][C:25]([CH2:24][N:1]2[C:9]3[C:4](=[CH:5][CH:6]=[CH:7][CH:8]=3)[C@@:3]3([C:21]4[C:12](=[CH:13][C:14]5[O:19][CH2:18][CH2:17][O:16][C:15]=5[CH:20]=4)[O:11][CH2:10]3)[C:2]2=[O:22])=[CH:29][CH:28]=1, predict the reactants needed to synthesize it. The reactants are: [NH:1]1[C:9]2[C:4](=[CH:5][CH:6]=[CH:7][CH:8]=2)[C:3]2([C:21]3[C:12](=[CH:13][C:14]4[O:19][CH2:18][CH2:17][O:16][C:15]=4[CH:20]=3)[O:11][CH2:10]2)[C:2]1=[O:22].Br[CH2:24][C:25]1[O:26][C:27]([C:30]([F:33])([F:32])[F:31])=[CH:28][CH:29]=1.BrCC1CCCCO1. (2) Given the product [C:31]([N:28]1[CH2:29][CH2:30][CH:25]([C:12]2[S:13][C:14]([C:15]3[CH:20]=[CH:19][N:18]=[C:17]([NH:21][C:22](=[O:24])[CH3:23])[CH:16]=3)=[C:10]([C:6]3[CH:7]=[CH:8][CH:9]=[C:4]([Cl:3])[CH:5]=3)[N:11]=2)[CH2:26][CH2:27]1)(=[O:33])[CH3:32], predict the reactants needed to synthesize it. The reactants are: Cl.Cl.[Cl:3][C:4]1[CH:5]=[C:6]([C:10]2[N:11]=[C:12]([CH:25]3[CH2:30][CH2:29][NH:28][CH2:27][CH2:26]3)[S:13][C:14]=2[C:15]2[CH:20]=[CH:19][N:18]=[C:17]([NH:21][C:22](=[O:24])[CH3:23])[CH:16]=2)[CH:7]=[CH:8][CH:9]=1.[C:31](Cl)(=[O:33])[CH3:32].C(N(CC)CC)C.C(=O)([O-])O.[Na+]. (3) Given the product [CH3:15][O:16][C:17]1[CH:18]=[C:19]([CH:20]=[C:21]([N+:23]([O-:25])=[O:24])[CH:22]=1)[O:26][CH2:40][CH2:39][O:38][CH2:37][CH2:36][O:35][CH2:34][CH2:33][N:30]1[CH2:31][CH2:32][O:27][CH2:28][CH2:29]1, predict the reactants needed to synthesize it. The reactants are: CC(OC(/N=N/C(OC(C)C)=O)=O)C.[CH3:15][O:16][C:17]1[CH:18]=[C:19]([OH:26])[CH:20]=[C:21]([N+:23]([O-:25])=[O:24])[CH:22]=1.[O:27]1[CH2:32][CH2:31][N:30]([CH2:33][CH2:34][O:35][CH2:36][CH2:37][O:38][CH2:39][CH2:40]O)[CH2:29][CH2:28]1.C1C=CC(P(C2C=CC=CC=2)C2C=CC=CC=2)=CC=1. (4) The reactants are: [N+:1]([C:4]1[CH:9]=[CH:8][C:7]([NH:10][C:11]([N:13]2[CH2:18][CH2:17][O:16][CH2:15][CH2:14]2)=[O:12])=[CH:6][CH:5]=1)([O-])=O.[H-].[Na+].[CH3:21]I. Given the product [NH2:1][C:4]1[CH:9]=[CH:8][C:7]([N:10]([CH3:21])[C:11]([N:13]2[CH2:18][CH2:17][O:16][CH2:15][CH2:14]2)=[O:12])=[CH:6][CH:5]=1, predict the reactants needed to synthesize it.